This data is from Full USPTO retrosynthesis dataset with 1.9M reactions from patents (1976-2016). The task is: Predict the reactants needed to synthesize the given product. (1) The reactants are: Br[C:2]1[CH:3]=[C:4]([N:11]2[CH2:16][CH2:15][O:14][CH2:13][CH2:12]2)[C:5]([O:8][CH2:9][CH3:10])=[N:6][CH:7]=1.[CH3:17][C:18]1[N:23]=[CH:22][C:21]([NH2:24])=[CH:20][C:19]=1B1OC(C)(C)C(C)(C)O1.C(=O)([O-])[O-].[Na+].[Na+]. Given the product [CH2:9]([O:8][C:5]1[N:6]=[CH:7][C:2]([C:19]2[C:18]([CH3:17])=[N:23][CH:22]=[C:21]([NH2:24])[CH:20]=2)=[CH:3][C:4]=1[N:11]1[CH2:16][CH2:15][O:14][CH2:13][CH2:12]1)[CH3:10], predict the reactants needed to synthesize it. (2) Given the product [CH3:32][S:29]([O:1][CH2:2][C@@H:3]([NH:11][C:12]([O:13][CH2:14][C:15]1[CH:16]=[CH:17][CH:18]=[CH:19][CH:20]=1)=[O:21])[CH2:4][C@H:5]1[CH2:10][CH2:9][CH2:8][O:7][CH2:6]1)(=[O:31])=[O:30], predict the reactants needed to synthesize it. The reactants are: [OH:1][CH2:2][C@@H:3]([NH:11][C:12](=[O:21])[O:13][CH2:14][C:15]1[CH:20]=[CH:19][CH:18]=[CH:17][CH:16]=1)[CH2:4][C@H:5]1[CH2:10][CH2:9][CH2:8][O:7][CH2:6]1.C(N(CC)CC)C.[S:29](Cl)([CH3:32])(=[O:31])=[O:30]. (3) The reactants are: OC(C(F)(F)F)=O.C1([C:14]2[C:15]3[CH:16]=[CH:17][C:18]([C:32]([O:34]C)=[O:33])=[CH:19][C:20]=3[N:21]3[C:27]=2[C:26]2[CH:28]=[CH:29][CH:30]=[CH:31][C:25]=2[NH:24][CH2:23][CH2:22]3)CCCCC1.C1(N=C=O)C=CC=CC=1. Given the product [CH:28]1[C:26]2[C:27]3[N:21]([C:20]4[CH:19]=[C:18]([C:32]([OH:34])=[O:33])[CH:17]=[CH:16][C:15]=4[CH:14]=3)[CH:22]=[CH:23][NH:24][C:25]=2[CH:31]=[CH:30][CH:29]=1, predict the reactants needed to synthesize it. (4) Given the product [Br:1][C:2]1[CH:3]=[CH:4][C:5]2[S:22](=[O:26])(=[O:24])[CH:8]=[CH:7][C:6]=2[CH:10]=1, predict the reactants needed to synthesize it. The reactants are: [Br:1][C:2]1[CH:3]=[CH:4][C:5]2S[CH:8]=[CH:7][C:6]=2[CH:10]=1.C1C=C(Cl)C=C(C(OO)=O)C=1.[S:22]([O-:26])([O-])(=[O:24])=S.[Na+].[Na+]. (5) Given the product [F:22][C:18]1[CH:17]=[C:16]([CH:21]=[CH:20][CH:19]=1)[CH2:15][N:12]1[CH:13]=[CH:14][C:9]([OH:8])=[CH:10][C:11]1=[O:23], predict the reactants needed to synthesize it. The reactants are: C([O:8][C:9]1[CH:14]=[CH:13][N:12]([CH2:15][C:16]2[CH:21]=[CH:20][CH:19]=[C:18]([F:22])[CH:17]=2)[C:11](=[O:23])[CH:10]=1)C1C=CC=CC=1.